Dataset: NCI-60 drug combinations with 297,098 pairs across 59 cell lines. Task: Regression. Given two drug SMILES strings and cell line genomic features, predict the synergy score measuring deviation from expected non-interaction effect. (1) Drug 1: C1CN1C2=NC(=NC(=N2)N3CC3)N4CC4. Drug 2: C1CCC(C(C1)N)N.C(=O)(C(=O)[O-])[O-].[Pt+4]. Synergy scores: CSS=33.1, Synergy_ZIP=-12.8, Synergy_Bliss=-2.53, Synergy_Loewe=0.643, Synergy_HSA=3.44. Cell line: OVCAR-8. (2) Drug 1: C1CC(=O)NC(=O)C1N2CC3=C(C2=O)C=CC=C3N. Drug 2: C1=CC(=C2C(=C1NCCNCCO)C(=O)C3=C(C=CC(=C3C2=O)O)O)NCCNCCO. Cell line: RXF 393. Synergy scores: CSS=22.8, Synergy_ZIP=-0.967, Synergy_Bliss=1.89, Synergy_Loewe=-4.81, Synergy_HSA=3.54.